Dataset: CYP2C9 inhibition data for predicting drug metabolism from PubChem BioAssay. Task: Regression/Classification. Given a drug SMILES string, predict its absorption, distribution, metabolism, or excretion properties. Task type varies by dataset: regression for continuous measurements (e.g., permeability, clearance, half-life) or binary classification for categorical outcomes (e.g., BBB penetration, CYP inhibition). Dataset: cyp2c9_veith. The drug is O=c1cc(N2CCc3ccccc3C2)[nH]c(=O)n1C1CCCCC1. The result is 0 (non-inhibitor).